From a dataset of Peptide-MHC class II binding affinity with 134,281 pairs from IEDB. Regression. Given a peptide amino acid sequence and an MHC pseudo amino acid sequence, predict their binding affinity value. This is MHC class II binding data. (1) The peptide sequence is KTMVKKWRDVPYLTK. The binding affinity (normalized) is 0.395. The MHC is DRB3_0202 with pseudo-sequence DRB3_0202. (2) The peptide sequence is AEHQAIISDVLTASD. The MHC is DRB3_0101 with pseudo-sequence DRB3_0101. The binding affinity (normalized) is 0.622.